Task: Regression. Given a peptide amino acid sequence and an MHC pseudo amino acid sequence, predict their binding affinity value. This is MHC class I binding data.. Dataset: Peptide-MHC class I binding affinity with 185,985 pairs from IEDB/IMGT (1) The peptide sequence is SVMNFIPIIY. The MHC is HLA-A31:01 with pseudo-sequence HLA-A31:01. The binding affinity (normalized) is 0.316. (2) The peptide sequence is GTMHQEIFR. The MHC is HLA-A31:01 with pseudo-sequence HLA-A31:01. The binding affinity (normalized) is 0.655. (3) The binding affinity (normalized) is 0.149. The peptide sequence is KILIKIPVTK. The MHC is HLA-A33:01 with pseudo-sequence HLA-A33:01. (4) The binding affinity (normalized) is 0.0352. The MHC is H-2-Kb with pseudo-sequence H-2-Kb. The peptide sequence is RQPQNGQFI. (5) The peptide sequence is GITGGHIPK. The MHC is HLA-A31:01 with pseudo-sequence HLA-A31:01. The binding affinity (normalized) is 0.0847. (6) The peptide sequence is TVANNPDDK. The MHC is HLA-B15:01 with pseudo-sequence HLA-B15:01. The binding affinity (normalized) is 0.0847. (7) The peptide sequence is RPRVAQLTF. The MHC is HLA-A02:03 with pseudo-sequence HLA-A02:03. The binding affinity (normalized) is 0.0847.